This data is from Full USPTO retrosynthesis dataset with 1.9M reactions from patents (1976-2016). The task is: Predict the reactants needed to synthesize the given product. (1) The reactants are: [CH:1]([C:4]1[C:12](C(=O)C(C)C)=[C:7]2[CH:8]=[CH:9][CH:10]=[CH:11][N:6]2[N:5]=1)([CH3:3])[CH3:2].S(=O)(=O)(O)O.[OH-].[Na+]. Given the product [CH:1]([C:4]1[CH:12]=[C:7]2[CH:8]=[CH:9][CH:10]=[CH:11][N:6]2[N:5]=1)([CH3:3])[CH3:2], predict the reactants needed to synthesize it. (2) Given the product [CH3:21][C:2]([NH2:22])([CH3:1])[CH2:3][C:4]1[C:12]2[C:7](=[C:8]([O:13][CH2:14][C:15]3[CH:20]=[CH:19][CH:18]=[CH:17][CH:16]=3)[CH:9]=[CH:10][CH:11]=2)[NH:6][CH:5]=1, predict the reactants needed to synthesize it. The reactants are: [CH3:1][C:2]([N+:22]([O-])=O)([CH3:21])[CH2:3][C:4]1[C:12]2[C:7](=[C:8]([O:13][CH2:14][C:15]3[CH:20]=[CH:19][CH:18]=[CH:17][CH:16]=3)[CH:9]=[CH:10][CH:11]=2)[NH:6][CH:5]=1.C(O)C. (3) Given the product [CH2:1]([C:3]1[O:4][C:5]2[C:11]([C:12]([O:14][CH3:15])=[O:13])=[C:10]3[CH2:16][C:17]([CH3:19])([CH3:18])[O:20][C:9]3=[CH:8][C:6]=2[CH:7]=1)[CH3:2], predict the reactants needed to synthesize it. The reactants are: [CH2:1]([C:3]1[O:4][C:5]2[C:11]([C:12]([O:14][CH3:15])=[O:13])=[C:10]([CH2:16][C:17]([CH3:19])=[CH2:18])[C:9]([OH:20])=[CH:8][C:6]=2[CH:7]=1)[CH3:2]. (4) Given the product [CH3:20][O:21][C:6]([C:2]1[S:1][CH:5]=[CH:4][N:3]=1)([O:8][CH3:9])[CH3:7], predict the reactants needed to synthesize it. The reactants are: [S:1]1[CH:5]=[CH:4][N:3]=[C:2]1[C:6](=[O:8])[CH3:7].[CH3:9]C1C=CC(S(O)(=O)=O)=CC=1.[CH3:20][OH:21]. (5) The reactants are: [NH2:1][C:2]1[C:7]2=[C:8]([C:15]3[CH:20]=[CH:19][C:18]([NH:21][C:22]([NH:24][C:25]4[CH:30]=[C:29]([C:31]([F:34])([F:33])[F:32])[CH:28]=[CH:27][C:26]=4[F:35])=[O:23])=[CH:17][CH:16]=3)[C:9]([CH2:12][O:13][CH3:14])=[C:10](Br)[N:6]2[N:5]=[CH:4][N:3]=1.NC1C2=C(C3C=CC(NC(NC4C=C(C(F)(F)F)C=CC=4F)=O)=CC=3)C([C:47](NCC(F)(F)F)=[O:48])=C(Br)N2N=CN=1. Given the product [NH2:1][C:2]1[C:7]2=[C:8]([C:15]3[CH:20]=[CH:19][C:18]([NH:21][C:22]([NH:24][C:25]4[CH:30]=[C:29]([C:31]([F:34])([F:33])[F:32])[CH:28]=[CH:27][C:26]=4[F:35])=[O:23])=[CH:17][CH:16]=3)[C:9]([CH2:12][O:13][CH3:14])=[C:10]([CH:47]=[O:48])[N:6]2[N:5]=[CH:4][N:3]=1, predict the reactants needed to synthesize it. (6) Given the product [C:1]([CH2:9][NH:10][CH2:11][C:12]1[CH:13]=[C:14]([C:18]2[CH:23]=[CH:22][C:21]([CH2:24][CH:25]([NH:31][C:32]([O:34][C:35]([CH3:37])([CH3:36])[CH3:38])=[O:33])[C:26]([O:28][CH2:29][C:30]3[CH:56]=[CH:57][CH:52]=[CH:53][CH:54]=3)=[O:27])=[CH:20][CH:19]=2)[CH:15]=[CH:16][CH:17]=1)(=[O:8])[C:2]1[CH:3]=[CH:4][CH:5]=[CH:6][CH:7]=1, predict the reactants needed to synthesize it. The reactants are: [C:1]([CH2:9][NH:10][CH2:11][C:12]1[CH:13]=[C:14]([C:18]2[CH:23]=[CH:22][C:21]([CH2:24][C@H:25]([NH:31][C:32]([O:34][C:35]([CH3:38])([CH3:37])[CH3:36])=[O:33])[C:26]([O:28][CH2:29][CH3:30])=[O:27])=[CH:20][CH:19]=2)[CH:15]=[CH:16][CH:17]=1)(=[O:8])[C:2]1[CH:7]=[CH:6][CH:5]=[CH:4][CH:3]=1.C(OC(NC(C[C:52]1[CH:57]=[CH:56]C([C:52]2[CH:57]=[CH:56]C=[C:54](CNC)[CH:53]=2)=[CH:54][CH:53]=1)C(OC[C:52]1[CH:57]=[CH:56]C=[CH:54][CH:53]=1)=O)=O)(C)(C)C.